Dataset: Forward reaction prediction with 1.9M reactions from USPTO patents (1976-2016). Task: Predict the product of the given reaction. (1) Given the reactants C1(S(N2C3C(=CC=C(C(F)(F)F)C=3)C(C3C=NN(C(OC(C)(C)C)=O)C=3)=C2)(=O)=O)C=CC=CC=1.[F:35][C:36]1[CH:44]=[C:43]2[C:39]([C:40]([C:54]3[CH:55]=[N:56][NH:57][CH:58]=3)=[CH:41][N:42]2[S:45]([C:48]2[CH:53]=[CH:52][CH:51]=[CH:50][CH:49]=2)(=[O:47])=[O:46])=[CH:38][CH:37]=1.C([O-])([O-])=O.[K+].[K+].Br[CH2:66][C:67]([NH2:69])=[O:68], predict the reaction product. The product is: [F:35][C:36]1[CH:44]=[C:43]2[C:39]([C:40]([C:54]3[CH:58]=[N:57][N:56]([CH2:66][C:67]([NH2:69])=[O:68])[CH:55]=3)=[CH:41][N:42]2[S:45]([C:48]2[CH:49]=[CH:50][CH:51]=[CH:52][CH:53]=2)(=[O:46])=[O:47])=[CH:38][CH:37]=1. (2) Given the reactants Cl.[O:2]([CH2:9][C:10](=[NH:12])[NH2:11])[C:3]1[CH:8]=[CH:7][CH:6]=[CH:5][CH:4]=1.[Cl:13][C:14]([SH:17])(Cl)Cl.[OH-].[Na+], predict the reaction product. The product is: [Cl:13][C:14]1[S:17][N:11]=[C:10]([CH2:9][O:2][C:3]2[CH:8]=[CH:7][CH:6]=[CH:5][CH:4]=2)[N:12]=1. (3) The product is: [CH2:7]([O:13][C:14]1[CH:21]=[CH:20][C:17](/[CH:18]=[CH:27]/[C:28]([NH:30][C:31]2[CH:39]=[CH:38][CH:37]=[CH:36][C:32]=2[C:33]([OH:35])=[O:34])=[O:29])=[CH:16][C:15]=1[O:22][CH3:23])[CH2:8][CH2:9][CH2:10][C:11]#[CH:12]. Given the reactants N1CCCCC1.[CH2:7]([O:13][C:14]1[CH:21]=[CH:20][C:17]([CH:18]=O)=[CH:16][C:15]=1[O:22][CH3:23])[CH2:8][CH2:9][CH2:10][C:11]#[CH:12].C([CH2:27][C:28]([NH:30][C:31]1[CH:39]=[CH:38][CH:37]=[CH:36][C:32]=1[C:33]([OH:35])=[O:34])=[O:29])(O)=O.Cl, predict the reaction product. (4) The product is: [CH:30]1[C:39]2[C:34](=[CH:35][CH:36]=[CH:37][CH:38]=2)[CH:33]=[CH:32][C:31]=1[C:14]1[C:15]([C:25]([CH3:27])([CH3:26])[CH3:28])=[CH:16][C:17]2[C:18]3[C:10](=[CH:9][C:8]([C:4]4[CH:3]=[CH:17][C:18]5[C:10](=[CH:9][CH:8]=[CH:20][CH:19]=5)[CH:11]=4)=[C:20]([C:21]([CH3:24])([CH3:23])[CH3:22])[CH:19]=3)[CH2:11][C:12]=2[CH:13]=1. Given the reactants CO[CH2:3][CH2:4]OC.Br[C:8]1[C:20]([C:21]([CH3:24])([CH3:23])[CH3:22])=[CH:19][C:18]2[C:17]3[C:12](=[CH:13][C:14](Br)=[C:15]([C:25]([CH3:28])([CH3:27])[CH3:26])[CH:16]=3)[CH2:11][C:10]=2[CH:9]=1.[CH:30]1[C:39]2[C:34](=[CH:35][CH:36]=[CH:37][CH:38]=2)[CH:33]=[CH:32][C:31]=1OB(O)O.C(=O)([O-])[O-].[Na+].[Na+], predict the reaction product. (5) Given the reactants [I-:1].[Cs+].II.N(OCCCCC)=O.[C:13]([O:17][C:18]([N:20]1[CH2:25][CH2:24][C:23]2[N:26](C)[C:27]([C:29]3[CH:34]=[CH:33][N:32]=[C:31](N)[N:30]=3)=[CH:28][C:22]=2[C:21]1=[O:37])=[O:19])([CH3:16])([CH3:15])[CH3:14], predict the reaction product. The product is: [C:13]([O:17][C:18]([N:20]1[CH2:25][CH2:24][C:23]2[NH:26][C:27]([C:29]3[CH:34]=[CH:33][N:32]=[C:31]([I:1])[N:30]=3)=[CH:28][C:22]=2[C:21]1=[O:37])=[O:19])([CH3:16])([CH3:15])[CH3:14]. (6) Given the reactants [N+:1]([C:4]1[CH:5]=[C:6]2[N:12]=[C:11]([CH:13]3[CH2:18][CH2:17][N:16]([C:19]([O:21][CH2:22][C:23]4[CH:28]=[CH:27][CH:26]=[CH:25][CH:24]=4)=[O:20])[CH2:15][CH2:14]3)[NH:10][C:7]2=[N:8][CH:9]=1)([O-])=O.O.O.[Sn](Cl)Cl, predict the reaction product. The product is: [NH2:1][C:4]1[CH:5]=[C:6]2[N:12]=[C:11]([CH:13]3[CH2:18][CH2:17][N:16]([C:19]([O:21][CH2:22][C:23]4[CH:28]=[CH:27][CH:26]=[CH:25][CH:24]=4)=[O:20])[CH2:15][CH2:14]3)[NH:10][C:7]2=[N:8][CH:9]=1.